From a dataset of Reaction yield outcomes from USPTO patents with 853,638 reactions. Predict the reaction yield, written as a fraction of the theoretical maximum amount of product (1.0 means a 100% yield; for example, 0.34 means a 34% yield). (1) The reactants are [CH2:1]([N:3]1[C:7](=[NH:8])/[C:6](=[CH:9]\[C:10]2[CH:15]=[CH:14][C:13]([OH:16])=[C:12]([O:17][CH3:18])[CH:11]=2)/[N:5]([CH3:19])[C:4]1=[O:20])[CH3:2].C(=O)([O-])[O-].[Li+].[Li+].F[C:28]1[CH:35]=[CH:34][C:31]([C:32]#[N:33])=[CH:30][C:29]=1[C:36]([F:39])([F:38])[F:37].O. The product is [CH2:1]([N:3]1[C:7](=[NH:8])/[C:6](=[CH:9]\[C:10]2[CH:15]=[CH:14][C:13]([O:16][C:28]3[CH:35]=[CH:34][C:31]([C:32]#[N:33])=[CH:30][C:29]=3[C:36]([F:37])([F:39])[F:38])=[C:12]([O:17][CH3:18])[CH:11]=2)/[N:5]([CH3:19])[C:4]1=[O:20])[CH3:2]. The catalyst is CS(C)=O. The yield is 0.640. (2) The reactants are [C:1]1([C@@H:7]([CH3:20])[CH2:8][N:9]2C(=O)C3C(=CC=CC=3)C2=O)[CH:6]=[CH:5][CH:4]=[CH:3][CH:2]=1.NN. The catalyst is C1(C)C=CC=CC=1. The product is [C:1]1([C@@H:7]([CH3:20])[CH2:8][NH2:9])[CH:6]=[CH:5][CH:4]=[CH:3][CH:2]=1. The yield is 0.949. (3) The reactants are [Cl:1][C:2]1[CH:18]=[CH:17][C:16]([Cl:19])=[CH:15][C:3]=1[O:4][C:5]1[CH:13]=[CH:12][C:11]([F:14])=[CH:10][C:6]=1[C:7]([OH:9])=O.[CH3:20][CH:21]1[CH2:30][CH2:29][C:28]2[C:23](=[CH:24][CH:25]=[CH:26][CH:27]=2)[NH:22]1.C(N(CCCC)CCCC)CCC.[I-].ClC1C=CC=C[N+]=1C. The catalyst is ClCCl. The product is [Cl:1][C:2]1[CH:18]=[CH:17][C:16]([Cl:19])=[CH:15][C:3]=1[O:4][C:5]1[CH:13]=[CH:12][C:11]([F:14])=[CH:10][C:6]=1[C:7]([N:22]1[C:23]2[C:28](=[CH:27][CH:26]=[CH:25][CH:24]=2)[CH2:29][CH2:30][CH:21]1[CH3:20])=[O:9]. The yield is 0.150. (4) The reactants are [C:1]1([CH2:7][C:8]([O:10][CH2:11][CH:12]2[CH2:17][CH2:16][NH:15][CH2:14][CH2:13]2)=O)[CH:6]=[CH:5][CH:4]=[CH:3][CH:2]=1.[SiH](CC)(CC)CC. The catalyst is C1(C)C=CC=CC=1. The product is [C:1]1([CH2:7][CH2:8][O:10][CH2:11][CH:12]2[CH2:17][CH2:16][NH:15][CH2:14][CH2:13]2)[CH:2]=[CH:3][CH:4]=[CH:5][CH:6]=1. The yield is 0.590. (5) The reactants are Cl.I[C:3]1[C:11]2[C:10]([NH2:12])=[N:9][CH:8]=[N:7][C:6]=2[N:5]([C@H:13]2[CH2:18][CH2:17][C@H:16]([N:19]3[CH2:24][CH2:23][N:22]([CH3:25])[CH2:21][CH2:20]3)[CH2:15][CH2:14]2)[CH:4]=1.[O:26]([C:33]1[CH:40]=[CH:39][C:38](B2[O:45][C:44]([CH3:47])(C)C(C)(C)O2)=[CH:37][C:34]=1[CH:35]=[O:36])[C:27]1[CH:32]=[CH:31][CH:30]=[CH:29][CH:28]=1.[OH2:50].C(=O)([O-])[O-:52].[Na+].[Na+]. The catalyst is COCCOC.O.C1C=CC([P]([Pd]([P](C2C=CC=CC=2)(C2C=CC=CC=2)C2C=CC=CC=2)([P](C2C=CC=CC=2)(C2C=CC=CC=2)C2C=CC=CC=2)[P](C2C=CC=CC=2)(C2C=CC=CC=2)C2C=CC=CC=2)(C2C=CC=CC=2)C2C=CC=CC=2)=CC=1. The product is [C:44]([OH:52])(=[O:45])[CH3:47].[C:27]([OH:26])(=[O:50])[CH3:28].[NH2:12][C:10]1[C:11]2[C:3]([C:38]3[CH:39]=[CH:40][C:33]([O:26][C:27]4[CH:32]=[CH:31][CH:30]=[CH:29][CH:28]=4)=[C:34]([CH:37]=3)[CH:35]=[O:36])=[CH:4][N:5]([C@H:13]3[CH2:18][CH2:17][C@H:16]([N:19]4[CH2:24][CH2:23][N:22]([CH3:25])[CH2:21][CH2:20]4)[CH2:15][CH2:14]3)[C:6]=2[N:7]=[CH:8][N:9]=1. The yield is 0.680. (6) The reactants are [OH:1][C:2]1[CH:3]=[C:4]([CH:7]=[CH:8][CH:9]=1)[CH:5]=O.[NH:10]1[CH2:15][CH2:14][O:13][CH2:12][CH2:11]1.[BH4-].[Na+]. The catalyst is CO. The product is [O:13]1[CH2:14][CH2:15][N:10]([CH2:5][C:4]2[CH:3]=[C:2]([OH:1])[CH:9]=[CH:8][CH:7]=2)[CH2:11][CH2:12]1. The yield is 0.482. (7) The reactants are [C:1]([O:5][C:6]([NH:8][C@H:9]([C:11]([OH:13])=O)[CH3:10])=[O:7])([CH3:4])([CH3:3])[CH3:2].[CH2:14]([O:21][CH2:22][CH2:23][C@H:24]([NH:28][CH2:29][CH:30]([O:33][CH3:34])[O:31][CH3:32])[CH2:25][O:26][CH3:27])[C:15]1[CH:20]=[CH:19][CH:18]=[CH:17][CH:16]=1.CN1CCOCC1.F[P-](F)(F)(F)(F)F.N1(OC(N(C)C)=[N+](C)C)C2N=CC=CC=2N=N1. The catalyst is CN(C)C=O. The product is [C:1]([O:5][C:6](=[O:7])[NH:8][C@H:9]([C:11](=[O:13])[N:28]([C@H:24]([CH2:25][O:26][CH3:27])[CH2:23][CH2:22][O:21][CH2:14][C:15]1[CH:20]=[CH:19][CH:18]=[CH:17][CH:16]=1)[CH2:29][CH:30]([O:31][CH3:32])[O:33][CH3:34])[CH3:10])([CH3:2])([CH3:3])[CH3:4]. The yield is 0.870. (8) The reactants are Br[CH2:2][CH:3]([C:5]1[CH:10]=[CH:9][C:8]([CH2:11][CH3:12])=[CH:7][N:6]=1)[OH:4].C(=O)([O-])[O-].[K+].[K+]. The catalyst is CO. The product is [CH2:11]([C:8]1[CH:9]=[CH:10][C:5]([CH:3]2[CH2:2][O:4]2)=[N:6][CH:7]=1)[CH3:12]. The yield is 0.900. (9) The product is [NH2:1][C:2]1[N:7]=[C:6]([C:10]2[CH:15]=[CH:14][CH:13]=[CH:12][CH:11]=2)[CH:5]=[C:4]([C:10]2[CH:15]=[CH:14][CH:13]=[CH:12][CH:11]=2)[N:3]=1. The yield is 0.770. The reactants are [NH2:1][C:2]1[N:7]=[C:6](Cl)[CH:5]=[C:4](Cl)[N:3]=1.[C:10]1(B(O)O)[CH:15]=[CH:14][CH:13]=[CH:12][CH:11]=1.C(=O)([O-])[O-].[Na+].[Na+]. The catalyst is COCCOC.C1C=CC([P]([Pd]([P](C2C=CC=CC=2)(C2C=CC=CC=2)C2C=CC=CC=2)([P](C2C=CC=CC=2)(C2C=CC=CC=2)C2C=CC=CC=2)[P](C2C=CC=CC=2)(C2C=CC=CC=2)C2C=CC=CC=2)(C2C=CC=CC=2)C2C=CC=CC=2)=CC=1. (10) The reactants are [Si]([O:8][CH:9]([CH2:21][CH2:22][C:23]1[CH:28]=[CH:27][CH:26]=[CH:25][CH:24]=1)/[CH:10]=[CH:11]/[C:12]1[CH:17]=[CH:16][C:15]([OH:18])=[C:14]([O:19][CH3:20])[CH:13]=1)(C(C)(C)C)(C)C.[F-].C([N+](CCCC)(CCCC)CCCC)CCC. The catalyst is O1CCCC1. The product is [OH:8][CH:9]([CH2:21][CH2:22][C:23]1[CH:24]=[CH:25][CH:26]=[CH:27][CH:28]=1)[CH:10]=[CH:11][C:12]1[CH:17]=[CH:16][C:15]([OH:18])=[C:14]([O:19][CH3:20])[CH:13]=1. The yield is 0.996.